Dataset: Forward reaction prediction with 1.9M reactions from USPTO patents (1976-2016). Task: Predict the product of the given reaction. (1) Given the reactants [OH-].[Na+].C([N:6]1[C:11]2[CH:12]=[C:13]([C:20](=[O:22])[CH3:21])[CH:14]=[C:15]([C:16]([CH3:19])([CH3:18])[CH3:17])[C:10]=2[O:9][CH2:8][CH2:7]1)(=O)C, predict the reaction product. The product is: [C:16]([C:15]1[C:10]2[O:9][CH2:8][CH2:7][NH:6][C:11]=2[CH:12]=[C:13]([C:20](=[O:22])[CH3:21])[CH:14]=1)([CH3:19])([CH3:17])[CH3:18]. (2) Given the reactants Cl.[NH2:2][C:3]1[C:11]([OH:12])=[C:10]2[C:6]([CH2:7][CH2:8][CH:9]2[CH2:13][CH2:14][NH:15][C:16](=[O:18])[CH3:17])=[CH:5][CH:4]=1.[F:19][C:20]([F:31])([F:30])[C:21](O[C:21](=[O:22])[C:20]([F:31])([F:30])[F:19])=[O:22].O, predict the reaction product. The product is: [C:16]([NH:15][CH2:14][CH2:13][CH:9]1[C:10]2[C:6](=[CH:5][CH:4]=[C:3]([NH:2][C:21](=[O:22])[C:20]([F:31])([F:30])[F:19])[C:11]=2[OH:12])[CH2:7][CH2:8]1)(=[O:18])[CH3:17].